Dataset: Full USPTO retrosynthesis dataset with 1.9M reactions from patents (1976-2016). Task: Predict the reactants needed to synthesize the given product. (1) Given the product [CH3:15][C@H:4]1[C@H:3]([CH3:16])[C@@H:2]([NH:1][C:18]2[CH:23]=[CH:22][CH:21]=[C:20]([N:24]3[CH2:25][CH2:26][O:27][CH2:28][CH2:29]3)[CH:19]=2)[C:11]2[C:6](=[CH:7][CH:8]=[CH:9][CH:10]=2)[N:5]1[C:12](=[O:14])[CH3:13], predict the reactants needed to synthesize it. The reactants are: [NH2:1][C@H:2]1[C:11]2[C:6](=[CH:7][CH:8]=[CH:9][CH:10]=2)[N:5]([C:12](=[O:14])[CH3:13])[C@@H:4]([CH3:15])[C@@H:3]1[CH3:16].Br[C:18]1[CH:19]=[C:20]([N:24]2[CH2:29][CH2:28][O:27][CH2:26][CH2:25]2)[CH:21]=[CH:22][CH:23]=1.CC(C)([O-])C.[Na+].CC(C1C=C(C(C)C)C(C2C(P(C3CCCCC3)C3CCCCC3)=C(OC)C=CC=2OC)=C(C(C)C)C=1)C. (2) Given the product [Cl:1][C:2]1[CH:3]=[C:4]2[C:8](=[CH:9][CH:10]=1)[NH:7][CH:6]=[C:5]2[C:21]([CH:17]1[C:18]([CH3:20])([CH3:19])[C:16]1([CH3:24])[CH3:15])=[O:22], predict the reactants needed to synthesize it. The reactants are: [Cl:1][C:2]1[CH:3]=[C:4]2[C:8](=[CH:9][CH:10]=1)[NH:7][CH:6]=[CH:5]2.C([Mg]Br)C.[CH3:15][C:16]1([CH3:24])[C:18]([CH3:20])([CH3:19])[CH:17]1[C:21](Cl)=[O:22]. (3) The reactants are: [F:1][C:2]1[CH:3]=[CH:4][C:5]([N:8]2[CH:12]=[C:11]([CH2:13][CH:14]([NH2:16])[CH3:15])[CH:10]=[N:9]2)=[N:6][CH:7]=1.[CH3:17][C:18]1[CH:19]=[CH:20][C:21]([N:27]2[N:31]=[CH:30][CH:29]=[N:28]2)=[C:22]([CH:26]=1)[C:23](O)=[O:24]. Given the product [F:1][C:2]1[CH:3]=[CH:4][C:5]([N:8]2[CH:12]=[C:11]([CH2:13][CH:14]([NH:16][C:23](=[O:24])[C:22]3[CH:26]=[C:18]([CH3:17])[CH:19]=[CH:20][C:21]=3[N:27]3[N:31]=[CH:30][CH:29]=[N:28]3)[CH3:15])[CH:10]=[N:9]2)=[N:6][CH:7]=1, predict the reactants needed to synthesize it. (4) Given the product [Br:15][C:13]1[CH:14]=[C:9]([NH:7][C:5]2[O:6][C:2]([CH3:1])=[CH:3][N:4]=2)[C:10](=[O:17])[N:11]([CH3:16])[CH:12]=1, predict the reactants needed to synthesize it. The reactants are: [CH3:1][C:2]1[O:6][C:5]([NH2:7])=[N:4][CH:3]=1.Br[C:9]1[C:10](=[O:17])[N:11]([CH3:16])[CH:12]=[C:13]([Br:15])[CH:14]=1.CC1(C)C2C(=C(P(C3C=CC=CC=3)C3C=CC=CC=3)C=CC=2)OC2C(P(C3C=CC=CC=3)C3C=CC=CC=3)=CC=CC1=2.C([O-])([O-])=O.[Cs+].[Cs+]. (5) Given the product [C:15]([CH:14]1[CH2:13][C:10]2([CH2:12][CH2:11]2)[CH2:9][N:8]1[C:6]([O:5][C:1]([CH3:4])([CH3:3])[CH3:2])=[O:7])(=[O:17])[NH2:18], predict the reactants needed to synthesize it. The reactants are: [C:1]([O:5][C:6]([N:8]1[CH:14]([C:15]([OH:17])=O)[CH2:13][C:10]2([CH2:12][CH2:11]2)[CH2:9]1)=[O:7])([CH3:4])([CH3:3])[CH3:2].[NH3:18]. (6) Given the product [C:28]([C@:24]1([CH2:26][OH:27])[O:25][C@@H:20]([N:17]2[C:18]3[N:19]=[C:11]([NH2:10])[NH:12][C:13](=[O:4])[C:14]=3[N:15]=[CH:16]2)[CH2:21][C@@H:22]1[OH:23])#[CH:29], predict the reactants needed to synthesize it. The reactants are: C(O)C(N)(CO)C[OH:4].Cl.[NH2:10][C:11]1[N:19]=[C:18]2[C:14]([N:15]=[CH:16][N:17]2[C@@H:20]2[O:25][C@:24]([C:28]#[CH:29])([CH2:26][OH:27])[C@@H:22]([OH:23])[CH2:21]2)=[C:13](N)[N:12]=1.[C@@H]1(N2C3N=CN=C(N)C=3N=C2)O[C@H](CO)[C@@H](O)[C@H]1O. (7) Given the product [Br:1][C:9]1[CH:8]=[CH:7][C:6]([S:10][CH3:11])=[CH:5][C:4]=1[CH3:3], predict the reactants needed to synthesize it. The reactants are: [Br:1]Br.[CH3:3][C:4]1[CH:9]=[CH:8][CH:7]=[C:6]([S:10][CH3:11])[CH:5]=1. (8) The reactants are: [NH2:1][C:2]1([C:17]([O:19]C)=O)[CH:15]2[CH:10]([CH2:11][CH2:12][CH2:13][CH2:14]2)[O:9][C:8]2[C:3]1=[CH:4][C:5]([Br:16])=[CH:6][CH:7]=2.[N:21]([CH3:24])=[C:22]=[S:23].C(N(CC)CC)C. Given the product [Br:16][C:5]1[CH:4]=[C:3]2[C:8]([O:9][CH:10]3[CH:15]([C:2]42[C:17](=[O:19])[N:21]([CH3:24])[C:22](=[S:23])[NH:1]4)[CH2:14][CH2:13][CH2:12][CH2:11]3)=[CH:7][CH:6]=1, predict the reactants needed to synthesize it. (9) Given the product [F:1][C:2]([F:45])([F:44])[C:3]1[CH:4]=[C:5]([CH:37]=[C:38]([C:40]([F:43])([F:42])[F:41])[CH:39]=1)[CH2:6][N:7]([CH2:8][C:9]1[C:10]([C:19]2[CH:24]=[C:23]([CH:25]([CH3:27])[CH3:26])[CH:22]=[CH:21][C:20]=2[O:28][CH3:29])=[N:11][C:12]2[C:17]([CH:18]=1)=[CH:16][CH:15]=[CH:14][CH:13]=2)[C:30]1[N:35]=[CH:34][C:33]([N:73]2[CH2:78][CH2:77][CH:76]([C:79]([O:81][CH2:82][CH3:83])=[O:80])[CH2:75][CH2:74]2)=[CH:32][N:31]=1, predict the reactants needed to synthesize it. The reactants are: [F:1][C:2]([F:45])([F:44])[C:3]1[CH:4]=[C:5]([CH:37]=[C:38]([C:40]([F:43])([F:42])[F:41])[CH:39]=1)[CH2:6][N:7]([C:30]1[N:35]=[CH:34][C:33](Br)=[CH:32][N:31]=1)[CH2:8][C:9]1[C:10]([C:19]2[CH:24]=[C:23]([CH:25]([CH3:27])[CH3:26])[CH:22]=[CH:21][C:20]=2[O:28][CH3:29])=[N:11][C:12]2[C:17]([CH:18]=1)=[CH:16][CH:15]=[CH:14][CH:13]=2.CC(C)([O-])C.[Na+].C(P(C(C)(C)C)C1C=CC=CC=1C1C=CC=CC=1)(C)(C)C.[NH:73]1[CH2:78][CH2:77][CH:76]([C:79]([O:81][CH2:82][CH3:83])=[O:80])[CH2:75][CH2:74]1.